This data is from Full USPTO retrosynthesis dataset with 1.9M reactions from patents (1976-2016). The task is: Predict the reactants needed to synthesize the given product. (1) Given the product [CH2:3]([NH+:29]([CH2:28][CH3:27])[CH2:30][CH3:31])[CH3:4].[NH2:15][CH:4]([CH2:5][C:6]1[CH:7]=[C:8]([Br:14])[C:9]([O:13][CH2:25][C:26]2[CH:31]=[CH:30][N:29]=[CH:28][CH:27]=2)=[C:10]([Br:12])[CH:11]=1)[C:3]([O-:2])=[O:23], predict the reactants needed to synthesize it. The reactants are: C[O:2][C:3](=[O:23])[CH:4]([NH:15]C(OC(C)(C)C)=O)[CH2:5][C:6]1[CH:11]=[C:10]([Br:12])[C:9]([OH:13])=[C:8]([Br:14])[CH:7]=1.Cl[CH2:25][C:26]1[CH:31]=[CH:30][N:29]=[CH:28][CH:27]=1. (2) Given the product [C:1]1([CH:7]2[CH2:16][CH2:15][C:14]3[C:9](=[CH:10][CH:11]=[C:12]([O:17][CH:18]4[CH2:23][CH2:22][CH:21]([OH:24])[CH2:20][CH2:19]4)[CH:13]=3)[O:8]2)[CH:2]=[CH:3][CH:4]=[CH:5][CH:6]=1, predict the reactants needed to synthesize it. The reactants are: [C:1]1([CH:7]2[CH2:16][CH2:15][C:14]3[C:9](=[CH:10][CH:11]=[C:12]([O:17][CH:18]4[CH2:23][CH2:22][C:21](=[O:24])[CH2:20][CH2:19]4)[CH:13]=3)[O:8]2)[CH:6]=[CH:5][CH:4]=[CH:3][CH:2]=1.[BH4-].[Na+]. (3) The reactants are: [CH:1]([C:3]1[CH:4]=[CH:5][C:6](O)=[C:7]([CH:11]=1)[C:8]([OH:10])=[O:9])=[O:2].CN([CH:16]=[O:17])C.[C:18]([O-])([O-])=O.[K+].[K+].CI. Given the product [CH:1]([C:3]1[CH:4]=[CH:5][C:6]([O:17][CH3:16])=[C:7]([CH:11]=1)[C:8]([O:10][CH3:18])=[O:9])=[O:2], predict the reactants needed to synthesize it. (4) Given the product [Cl:12][C:7]1[C:6]2[O:13][CH:2]([CH:14]([CH3:16])[CH3:15])[C:3](=[O:18])[NH:4][C:5]=2[CH:10]=[C:9]([CH3:11])[CH:8]=1, predict the reactants needed to synthesize it. The reactants are: Br[CH:2]([CH:14]([CH3:16])[CH3:15])[CH2:3][N-:4][C:5]1[CH:10]=[C:9]([CH3:11])[CH:8]=[C:7]([Cl:12])[C:6]=1[OH:13].C(=O)([O-])[O-:18].[K+].[K+].Cl.O. (5) The reactants are: C(OC(=O)[NH:7][CH2:8][C:9]1[S:10][C:11]([C:14]2[C:22]3[C:17](=[N:18][CH:19]=[N:20][C:21]=3[NH2:23])[N:16]([CH:24]([C:26]3[O:27][C:28]4[C:33]([C:34](=[O:43])[C:35]=3[C:36]3[CH:41]=[CH:40][CH:39]=[C:38]([F:42])[CH:37]=3)=[CH:32][CH:31]=[CH:30][CH:29]=4)[CH3:25])[N:15]=2)=[CH:12][CH:13]=1)(C)(C)C. Given the product [NH2:23][C:21]1[N:20]=[CH:19][N:18]=[C:17]2[N:16]([CH:24]([C:26]3[O:27][C:28]4[C:33]([C:34](=[O:43])[C:35]=3[C:36]3[CH:41]=[CH:40][CH:39]=[C:38]([F:42])[CH:37]=3)=[CH:32][CH:31]=[CH:30][CH:29]=4)[CH3:25])[N:15]=[C:14]([C:11]3[S:10][C:9]([CH2:8][NH2:7])=[CH:13][CH:12]=3)[C:22]=12, predict the reactants needed to synthesize it. (6) Given the product [Br:18][C:14]1[CH:15]=[N:16][C:17]2[C:8](=[O:39])[CH2:9][CH2:10][CH2:11][C:12]=2[CH:13]=1, predict the reactants needed to synthesize it. The reactants are: C(=[C:8]1/[CH2:9][CH2:10][CH2:11][C:12]2[CH:13]=[C:14]([Br:18])[CH:15]=[N:16][C:17]/1=2)/C1C=CC=CC=1.C1(P(C2C=CC=CC=2)C2C=CC=CC=2)C=CC=CC=1.C[OH:39]. (7) Given the product [CH2:17]([N:24]1[CH2:25][C@H:10]2[C@H:9]([NH:8][C:6](=[O:7])[CH2:33][CH:34]([CH3:39])[CH3:35])[CH2:14][CH2:12][C@H:11]2[CH2:13]1)[C:18]1[CH:23]=[CH:22][CH:21]=[CH:20][CH:19]=1, predict the reactants needed to synthesize it. The reactants are: C(O[C:6]([NH:8][C@H:9]([C:14](O)=O)[CH2:10][CH:11]([CH3:13])[CH3:12])=[O:7])(C)(C)C.[CH2:17]([N:24]1C[C@H]2[C@H](N)CC[C@H]2[CH2:25]1)[C:18]1[CH:23]=[CH:22][CH:21]=[CH:20][CH:19]=1.[CH2:33](N1C[C@@H]2[C@@H](N)CC[C@@H]2C1)[C:34]1[CH:39]=CC=C[CH:35]=1. (8) Given the product [CH3:17][NH:18][C:2]1[CH:3]=[CH:4][C:5]([N+:14]([O-:16])=[O:15])=[C:6]([N:8]2[CH2:13][CH2:12][CH2:11][CH2:10][CH2:9]2)[CH:7]=1, predict the reactants needed to synthesize it. The reactants are: F[C:2]1[CH:3]=[CH:4][C:5]([N+:14]([O-:16])=[O:15])=[C:6]([N:8]2[CH2:13][CH2:12][CH2:11][CH2:10][CH2:9]2)[CH:7]=1.[CH3:17][NH2:18]. (9) Given the product [C:41]([NH:1][C:2]1[CH:7]=[C:6]([O:8][C:9]2[CH:14]=[CH:13][C:12]([NH:15][C:16]([C:18]3[C:22](=[O:23])[N:21]([C:24]4[CH:29]=[CH:28][CH:27]=[CH:26][CH:25]=4)[N:20]4[CH2:30][CH2:31][CH2:32][C:19]=34)=[O:17])=[CH:11][C:10]=2[F:33])[CH:5]=[CH:4][N:3]=1)(=[O:43])[CH3:42], predict the reactants needed to synthesize it. The reactants are: [NH2:1][C:2]1[CH:7]=[C:6]([O:8][C:9]2[CH:14]=[CH:13][C:12]([NH:15][C:16]([C:18]3[C:22](=[O:23])[N:21]([C:24]4[CH:29]=[CH:28][CH:27]=[CH:26][CH:25]=4)[N:20]4[CH2:30][CH2:31][CH2:32][C:19]=34)=[O:17])=[CH:11][C:10]=2[F:33])[CH:5]=[CH:4][N:3]=1.CCN(CC)CC.[C:41](OC(=O)C)(=[O:43])[CH3:42].